Task: Regression. Given a peptide amino acid sequence and an MHC pseudo amino acid sequence, predict their binding affinity value. This is MHC class I binding data.. Dataset: Peptide-MHC class I binding affinity with 185,985 pairs from IEDB/IMGT (1) The peptide sequence is FRRVAHSSL. The MHC is HLA-B18:01 with pseudo-sequence HLA-B18:01. The binding affinity (normalized) is 0.0847. (2) The peptide sequence is EILWDVIPF. The MHC is HLA-A02:16 with pseudo-sequence HLA-A02:16. The binding affinity (normalized) is 0.0847. (3) The peptide sequence is KDSSLLNN. The MHC is H-2-Db with pseudo-sequence H-2-Db. The binding affinity (normalized) is 0. (4) The peptide sequence is VDEQIQWMY. The MHC is Mamu-B01 with pseudo-sequence Mamu-B01. The binding affinity (normalized) is 0. (5) The peptide sequence is FVVDNVHTW. The MHC is HLA-B58:01 with pseudo-sequence HLA-B58:01. The binding affinity (normalized) is 0.569. (6) The peptide sequence is ITTDDLVKSY. The MHC is HLA-A31:01 with pseudo-sequence HLA-A31:01. The binding affinity (normalized) is 0. (7) The peptide sequence is FLGKIWPSYK. The MHC is HLA-B15:01 with pseudo-sequence HLA-B15:01. The binding affinity (normalized) is 0.283. (8) The peptide sequence is KVILSEISFH. The MHC is HLA-A31:01 with pseudo-sequence HLA-A31:01. The binding affinity (normalized) is 0.294. (9) The peptide sequence is PESDAAARV. The MHC is Patr-B2401 with pseudo-sequence Patr-B2401. The binding affinity (normalized) is 0.280.